The task is: Predict the product of the given reaction.. This data is from Forward reaction prediction with 1.9M reactions from USPTO patents (1976-2016). (1) Given the reactants [C:1]([NH:5][C:6]1[CH:11]=[CH:10][CH:9]=[CH:8][C:7]=1[NH:12][C:13]1[C:18]([C:19]([F:22])([F:21])[F:20])=[CH:17][N:16]=[C:15]([NH:23][C@H:24]2[CH2:29][CH2:28][CH2:27][N:26](C(OC(C)(C)C)=O)[CH2:25]2)[N:14]=1)(=[O:4])[CH:2]=[CH2:3].FC(F)(F)C(O)=O.CO, predict the reaction product. The product is: [NH:26]1[CH2:27][CH2:28][CH2:29][C@H:24]([NH:23][C:15]2[N:14]=[C:13]([NH:12][C:7]3[CH:8]=[CH:9][CH:10]=[CH:11][C:6]=3[NH:5][C:1](=[O:4])[CH:2]=[CH2:3])[C:18]([C:19]([F:22])([F:20])[F:21])=[CH:17][N:16]=2)[CH2:25]1. (2) Given the reactants Br[C:2]1[N:7]=[CH:6][C:5]2[N:8]=[C:9]([C@H:15]([O:17][CH:18]3[CH2:23][CH2:22][CH2:21][CH2:20][O:19]3)[CH3:16])[N:10]([C@@H:11]([CH2:13][CH3:14])[CH3:12])[C:4]=2[CH:3]=1.[CH2:24]([S:26]([N:29]1[CH:33]=[C:32]([C:34]2[N:39]=[C:38]([NH2:40])[CH:37]=[CH:36][N:35]=2)[CH:31]=[N:30]1)(=[O:28])=[O:27])[CH3:25].C1(P(C2C=CC=CC=2)C2C3OC4C(=CC=CC=4P(C4C=CC=CC=4)C4C=CC=CC=4)C(C)(C)C=3C=CC=2)C=CC=CC=1.C(=O)([O-])[O-].[Cs+].[Cs+], predict the reaction product. The product is: [C@H:11]([N:10]1[C:4]2[CH:3]=[C:2]([NH:40][C:38]3[CH:37]=[CH:36][N:35]=[C:34]([C:32]4[CH:31]=[N:30][N:29]([S:26]([CH2:24][CH3:25])(=[O:28])=[O:27])[CH:33]=4)[N:39]=3)[N:7]=[CH:6][C:5]=2[N:8]=[C:9]1[C@H:15]([O:17][CH:18]1[CH2:23][CH2:22][CH2:21][CH2:20][O:19]1)[CH3:16])([CH2:13][CH3:14])[CH3:12]. (3) Given the reactants [OH:1][C:2]1[CH:25]=[CH:24][C:5]2[C:6]([CH2:9][CH2:10][CH:11]3[CH2:16][CH2:15][N:14]([C:17]([O:19][C:20]([CH3:23])([CH3:22])[CH3:21])=[O:18])[CH2:13][CH2:12]3)=[N:7][O:8][C:4]=2[C:3]=1[CH2:26][OH:27].[CH:28]1(Br)[CH2:32][CH2:31][CH2:30][CH2:29]1.C(=O)([O-])[O-].[K+].[K+].O, predict the reaction product. The product is: [CH:28]1([O:1][C:2]2[CH:25]=[CH:24][C:5]3[C:6]([CH2:9][CH2:10][CH:11]4[CH2:16][CH2:15][N:14]([C:17]([O:19][C:20]([CH3:23])([CH3:22])[CH3:21])=[O:18])[CH2:13][CH2:12]4)=[N:7][O:8][C:4]=3[C:3]=2[CH2:26][OH:27])[CH2:32][CH2:31][CH2:30][CH2:29]1. (4) Given the reactants [CH3:1][O:2][C:3]1[CH:8]=[CH:7][C:6]([S:9](Cl)(=[O:11])=[O:10])=[CH:5][CH:4]=1.[NH2:13][C:14]1[CH:15]=[C:16]([CH:26]=[CH:27][C:28]=1[O:29][CH3:30])[C:17]([NH:19][C:20]1[CH:25]=[CH:24][CH:23]=[CH:22][CH:21]=1)=[O:18], predict the reaction product. The product is: [CH3:1][O:2][C:3]1[CH:8]=[CH:7][C:6]([S:9]([NH:13][C:14]2[CH:15]=[C:16]([CH:26]=[CH:27][C:28]=2[O:29][CH3:30])[C:17]([NH:19][C:20]2[CH:25]=[CH:24][CH:23]=[CH:22][CH:21]=2)=[O:18])(=[O:11])=[O:10])=[CH:5][CH:4]=1. (5) The product is: [CH:23]1([N:15]([C@H:16]2[CH2:17][CH2:18][C@H:19]([CH3:22])[CH2:20][CH2:21]2)[C:13](=[O:14])[NH:12][C:10]2[S:11][C:7]([S:6][CH2:5][C:4]([OH:27])=[O:3])=[CH:8][N:9]=2)[CH2:26][CH2:25][CH2:24]1. Given the reactants C([O:3][C:4](=[O:27])[CH2:5][S:6][C:7]1[S:11][C:10]([NH:12][C:13]([N:15]([CH:23]2[CH2:26][CH2:25][CH2:24]2)[C@H:16]2[CH2:21][CH2:20][C@H:19]([CH3:22])[CH2:18][CH2:17]2)=[O:14])=[N:9][CH:8]=1)C.C1(N[C@H]2CC[C@H](C)CC2)CCC1.NC1SC=NC=1.C(OC(=O)CS)C, predict the reaction product. (6) Given the reactants [CH3:1][C:2]1[CH:23]=[C:22]([CH3:24])[C:21]([C:25]2[NH:29][C:28]([CH2:30][CH:31]3CCOC3)=[N:27][N:26]=2)=[CH:20][C:3]=1[C:4]([N:6]1[CH2:11][CH2:10][CH:9]([C:12]2[CH:19]=[CH:18][C:15]([C:16]#[N:17])=[CH:14][CH:13]=2)[CH2:8][CH2:7]1)=[O:5].C(CC(NN)=O)#[N:37].O1CCC(CC(NN)=O)C1, predict the reaction product. The product is: [C:31]([CH2:30][C:28]1[NH:29][C:25]([C:21]2[C:22]([CH3:24])=[CH:23][C:2]([CH3:1])=[C:3]([CH:20]=2)[C:4]([N:6]2[CH2:7][CH2:8][CH:9]([C:12]3[CH:19]=[CH:18][C:15]([C:16]#[N:17])=[CH:14][CH:13]=3)[CH2:10][CH2:11]2)=[O:5])=[N:26][N:27]=1)#[N:37].